From a dataset of Full USPTO retrosynthesis dataset with 1.9M reactions from patents (1976-2016). Predict the reactants needed to synthesize the given product. Given the product [CH2:19]([O:10][C:9]1[CH:8]=[CH:7][C:4]([CH:5]=[O:6])=[CH:3][C:2]=1[Br:1])[CH:18]=[CH2:17], predict the reactants needed to synthesize it. The reactants are: [Br:1][C:2]1[CH:3]=[C:4]([CH:7]=[CH:8][C:9]=1[OH:10])[CH:5]=[O:6].C([O-])([O-])=O.[K+].[K+].[CH2:17](Br)[CH:18]=[CH2:19].